From a dataset of NCI-60 drug combinations with 297,098 pairs across 59 cell lines. Regression. Given two drug SMILES strings and cell line genomic features, predict the synergy score measuring deviation from expected non-interaction effect. (1) Drug 1: CC=C1C(=O)NC(C(=O)OC2CC(=O)NC(C(=O)NC(CSSCCC=C2)C(=O)N1)C(C)C)C(C)C. Drug 2: CN(CC1=CN=C2C(=N1)C(=NC(=N2)N)N)C3=CC=C(C=C3)C(=O)NC(CCC(=O)O)C(=O)O. Cell line: ACHN. Synergy scores: CSS=42.9, Synergy_ZIP=-4.53, Synergy_Bliss=-8.27, Synergy_Loewe=-7.27, Synergy_HSA=-5.61. (2) Drug 1: C1C(C(OC1N2C=C(C(=O)NC2=O)F)CO)O. Drug 2: C1CC(=O)NC(=O)C1N2C(=O)C3=CC=CC=C3C2=O. Cell line: HCT116. Synergy scores: CSS=20.5, Synergy_ZIP=4.79, Synergy_Bliss=7.67, Synergy_Loewe=-25.9, Synergy_HSA=4.17. (3) Drug 1: CCC1(CC2CC(C3=C(CCN(C2)C1)C4=CC=CC=C4N3)(C5=C(C=C6C(=C5)C78CCN9C7C(C=CC9)(C(C(C8N6C=O)(C(=O)OC)O)OC(=O)C)CC)OC)C(=O)OC)O.OS(=O)(=O)O. Drug 2: COC1=NC(=NC2=C1N=CN2C3C(C(C(O3)CO)O)O)N. Cell line: A549. Synergy scores: CSS=0.199, Synergy_ZIP=2.09, Synergy_Bliss=1.98, Synergy_Loewe=2.13, Synergy_HSA=-1.36. (4) Drug 1: C1CC(C1)(C(=O)O)C(=O)O.[NH2-].[NH2-].[Pt+2]. Drug 2: C1C(C(OC1N2C=NC3=C2NC=NCC3O)CO)O. Cell line: SK-OV-3. Synergy scores: CSS=-0.213, Synergy_ZIP=1.91, Synergy_Bliss=3.67, Synergy_Loewe=-1.66, Synergy_HSA=-1.28. (5) Drug 1: C1=NC(=NC(=O)N1C2C(C(C(O2)CO)O)O)N. Drug 2: CC12CCC3C(C1CCC2O)C(CC4=C3C=CC(=C4)O)CCCCCCCCCS(=O)CCCC(C(F)(F)F)(F)F. Cell line: KM12. Synergy scores: CSS=2.97, Synergy_ZIP=-0.387, Synergy_Bliss=0.329, Synergy_Loewe=-1.58, Synergy_HSA=-2.56. (6) Drug 2: CCC1(C2=C(COC1=O)C(=O)N3CC4=CC5=C(C=CC(=C5CN(C)C)O)N=C4C3=C2)O.Cl. Drug 1: C1=CC(=CC=C1CCCC(=O)O)N(CCCl)CCCl. Synergy scores: CSS=11.4, Synergy_ZIP=-8.62, Synergy_Bliss=-5.97, Synergy_Loewe=-10.4, Synergy_HSA=-4.01. Cell line: OVCAR-5. (7) Drug 1: CCN(CC)CCNC(=O)C1=C(NC(=C1C)C=C2C3=C(C=CC(=C3)F)NC2=O)C. Drug 2: CCC1(CC2CC(C3=C(CCN(C2)C1)C4=CC=CC=C4N3)(C5=C(C=C6C(=C5)C78CCN9C7C(C=CC9)(C(C(C8N6C)(C(=O)OC)O)OC(=O)C)CC)OC)C(=O)OC)O.OS(=O)(=O)O. Synergy scores: CSS=15.8, Synergy_ZIP=-3.70, Synergy_Bliss=0.0655, Synergy_Loewe=1.24, Synergy_HSA=1.36. Cell line: COLO 205.